From a dataset of Reaction yield outcomes from USPTO patents with 853,638 reactions. Predict the reaction yield, written as a fraction of the theoretical maximum amount of product (1.0 means a 100% yield; for example, 0.34 means a 34% yield). (1) The reactants are [F:1][C:2]1[CH:9]=[C:8](F)[CH:7]=[C:6]([F:11])[C:3]=1[C:4]#[N:5].[CH3:12][C:13]([O:16][C:17]([NH:19][CH:20]1[CH2:25][CH2:24][NH:23][CH2:22][CH2:21]1)=[O:18])([CH3:15])[CH3:14].C(N(CC)C(C)C)(C)C. The catalyst is CO. The product is [C:13]([O:16][C:17](=[O:18])[NH:19][CH:20]1[CH2:25][CH2:24][N:23]([C:8]2[CH:9]=[C:2]([F:1])[C:3]([C:4]#[N:5])=[C:6]([F:11])[CH:7]=2)[CH2:22][CH2:21]1)([CH3:15])([CH3:12])[CH3:14]. The yield is 0.560. (2) The product is [C:25]([O:18][C:16]1[C:11]2[N:10]=[C:9]([CH3:24])[N:8]([CH2:1][C:2]3[CH:3]=[CH:4][CH:5]=[CH:6][CH:7]=3)[C:12]=2[CH:13]=[C:14]([C:19]([O:21][CH2:22][CH3:23])=[O:20])[CH:15]=1)(=[O:27])[CH3:26]. The reactants are [CH2:1]([N:8]1[C:12](/[CH:13]=[C:14](/[C:19]([O:21][CH2:22][CH3:23])=[O:20])\[CH2:15][C:16]([OH:18])=O)=[CH:11][N:10]=[C:9]1[CH3:24])[C:2]1[CH:7]=[CH:6][CH:5]=[CH:4][CH:3]=1.[C:25](OC(=O)C)(=[O:27])[CH3:26]. The catalyst is C(#N)C. The yield is 0.800. (3) The reactants are C([O:3][C:4]([CH:6]1[CH2:11][N:10]([CH3:12])[CH2:9][CH2:8][N:7]1[S:13]([C:16]1[CH:21]=[CH:20][C:19]([F:22])=[CH:18][CH:17]=1)(=[O:15])=[O:14])=[O:5])C.[OH-].[Na+].Cl. The catalyst is CO.C1COCC1. The product is [F:22][C:19]1[CH:20]=[CH:21][C:16]([S:13]([N:7]2[CH2:8][CH2:9][N:10]([CH3:12])[CH2:11][CH:6]2[C:4]([OH:5])=[O:3])(=[O:14])=[O:15])=[CH:17][CH:18]=1. The yield is 0.740. (4) The reactants are Cl[C:2]1[C:10]2[C:5](=[CH:6][N:7]=[C:8]([C:11]3[CH:12]=[N:13][N:14]([CH3:16])[CH:15]=3)[CH:9]=2)[N:4]([CH:17]2[CH2:22][CH2:21][CH2:20][CH2:19][O:18]2)[N:3]=1.[F:23][C:24]1[CH:29]=[CH:28][C:27]([O:30][CH3:31])=[CH:26][C:25]=1B1OC(C)(C)C(C)(C)O1.C([O-])(=O)C.[K+].C(=O)([O-])[O-].[Na+].[Na+].ClCCl. The catalyst is C1(P([C-]2C=CC=C2)C2C=CC=CC=2)C=CC=CC=1.[C-]1(P(C2C=CC=CC=2)C2C=CC=CC=2)C=CC=C1.[Fe+2].Cl[Pd]Cl.O.C(#N)C. The product is [F:23][C:24]1[CH:29]=[CH:28][C:27]([O:30][CH3:31])=[CH:26][C:25]=1[C:2]1[C:10]2[C:5](=[CH:6][N:7]=[C:8]([C:11]3[CH:12]=[N:13][N:14]([CH3:16])[CH:15]=3)[CH:9]=2)[N:4]([CH:17]2[CH2:22][CH2:21][CH2:20][CH2:19][O:18]2)[N:3]=1. The yield is 0.989. (5) The reactants are Cl[C:2]1[C:7]([CH2:8][CH2:9][OH:10])=[CH:6][CH:5]=[C:4]([Cl:11])[N:3]=1.[F:12][C:13]1[CH:21]=[CH:20][CH:19]=[C:18]2[C:14]=1[CH:15]=[C:16](B1OC(C)(C)C(C)(C)O1)[NH:17]2. The catalyst is O1CCOCC1.O.[Pd](Cl)Cl.C(P(C(C)(C)C)[C-]1C=CC=C1)(C)(C)C.[C-]1(P(C(C)(C)C)C(C)(C)C)C=CC=C1.[Fe+2]. The product is [Cl:11][C:4]1[N:3]=[C:2]([C:16]2[NH:17][C:18]3[C:14]([CH:15]=2)=[C:13]([F:12])[CH:21]=[CH:20][CH:19]=3)[C:7]([CH2:8][CH2:9][OH:10])=[CH:6][CH:5]=1. The yield is 0.190.